Dataset: Reaction yield outcomes from USPTO patents with 853,638 reactions. Task: Predict the reaction yield, written as a fraction of the theoretical maximum amount of product (1.0 means a 100% yield; for example, 0.34 means a 34% yield). (1) The reactants are [Br:1][CH2:2][CH2:3][C:4]([C:14]1[CH:19]=[CH:18][CH:17]=[CH:16][CH:15]=1)([C:8]1[CH:13]=[CH:12][CH:11]=[CH:10][CH:9]=1)[C:5](O)=[O:6].S(Cl)([Cl:22])=O.CN(C=O)C. The catalyst is C(Cl)(Cl)Cl. The product is [Br:1][CH2:2][CH2:3][C:4]([C:14]1[CH:19]=[CH:18][CH:17]=[CH:16][CH:15]=1)([C:8]1[CH:13]=[CH:12][CH:11]=[CH:10][CH:9]=1)[C:5]([Cl:22])=[O:6]. The yield is 0.947. (2) The reactants are Cl.[NH2:2][C@@H:3]([CH2:14][C:15]1[CH:20]=[CH:19][C:18]([O:21][C:22]([O:24][CH2:25][CH3:26])=[O:23])=[C:17]([O:27][C:28]([O:30][CH2:31][CH3:32])=[O:29])[CH:16]=1)[C:4]([O:6][C@H:7]([CH3:13])[CH2:8][O:9][C:10](=[O:12])[CH3:11])=[O:5].[C:33]([OH:40])(=[O:39])/[CH:34]=[CH:35]/[C:36]([OH:38])=[O:37]. The catalyst is C(OCC)(=O)C. The product is [C:33]([OH:40])(=[O:39])/[CH:34]=[CH:35]/[C:36]([OH:38])=[O:37].[NH2:2][C@@H:3]([CH2:14][C:15]1[CH:20]=[CH:19][C:18]([O:21][C:22]([O:24][CH2:25][CH3:26])=[O:23])=[C:17]([O:27][C:28]([O:30][CH2:31][CH3:32])=[O:29])[CH:16]=1)[C:4]([O:6][C@H:7]([CH3:13])[CH2:8][O:9][C:10](=[O:12])[CH3:11])=[O:5]. The yield is 0.830. (3) The reactants are [CH3:1][Si:2]([CH3:25])([CH3:24])[CH2:3][CH2:4][O:5][CH2:6][O:7][N:8]=[CH:9][CH2:10][C:11]1[C:16]([C:17](OC)=[O:18])=[N:15][CH:14]=[C:13]2[NH:21][CH:22]=[CH:23][C:12]=12.C([BH3-])#N.[Na+].CO.C(Cl)Cl. The catalyst is C(O)(=O)C. The product is [CH3:1][Si:2]([CH3:25])([CH3:24])[CH2:3][CH2:4][O:5][CH2:6][O:7][N:8]1[C:17](=[O:18])[C:16]2[N:15]=[CH:14][C:13]3[NH:21][CH:22]=[CH:23][C:12]=3[C:11]=2[CH2:10][CH2:9]1. The yield is 0.760.